This data is from Reaction yield outcomes from USPTO patents with 853,638 reactions. The task is: Predict the reaction yield, written as a fraction of the theoretical maximum amount of product (1.0 means a 100% yield; for example, 0.34 means a 34% yield). (1) The reactants are Cl[S:2]([C:5]1[CH:6]=[C:7]([CH:11]=[CH:12][CH:13]=1)[C:8]([OH:10])=[O:9])(=[O:4])=[O:3].[CH3:14][NH:15][CH3:16].C1COCC1. The catalyst is C(Cl)Cl. The product is [CH3:14][N:15]([CH3:16])[S:2]([C:5]1[CH:6]=[C:7]([CH:11]=[CH:12][CH:13]=1)[C:8]([OH:10])=[O:9])(=[O:4])=[O:3]. The yield is 0.870. (2) The reactants are [Cl:1][C:2]1[CH:7]=[C:6]([Cl:8])[CH:5]=[CH:4][C:3]=1[C@H:9]([N:11]1[C:19]2[C:14](=[CH:15][CH:16]=[C:17]([N:20]3[CH2:25][CH2:24][NH:23][C@H:22]([CH2:26][OH:27])[CH2:21]3)[CH:18]=2)[CH:13]=[N:12]1)[CH3:10].C(OC([N:35]1[CH2:39][CH2:38][CH2:37][C@@H:36]1[C:40](O)=[O:41])=O)(C)(C)C.CN(C(ON1N=NC2C=CC=NC1=2)=[N+](C)C)C.F[P-](F)(F)(F)(F)F.CCN(C(C)C)C(C)C. The catalyst is ClCCl. The product is [Cl:1][C:2]1[CH:7]=[C:6]([Cl:8])[CH:5]=[CH:4][C:3]=1[C@H:9]([N:11]1[C:19]2[C:14](=[CH:15][CH:16]=[C:17]([N:20]3[CH2:25][CH2:24][N:23]([C:40]([C@H:36]4[CH2:37][CH2:38][CH2:39][NH:35]4)=[O:41])[C@H:22]([CH2:26][OH:27])[CH2:21]3)[CH:18]=2)[CH:13]=[N:12]1)[CH3:10]. The yield is 0.300. (3) The reactants are [NH2:1][C:2]1[N:7]=[CH:6][C:5]([N:8]2[CH2:14][CH:13]3[N:15](C(OC(C)(C)C)=O)[CH:10]([CH2:11][CH2:12]3)[CH2:9]2)=[CH:4][CH:3]=1.[ClH:23].CCOCC. No catalyst specified. The product is [ClH:23].[ClH:23].[ClH:23].[NH2:1][C:2]1[N:7]=[CH:6][C:5]([N:8]2[CH2:14][CH:13]3[NH:15][CH:10]([CH2:11][CH2:12]3)[CH2:9]2)=[CH:4][CH:3]=1. The yield is 0.720. (4) The reactants are [H-].[Na+].[CH3:3][NH:4][C:5]1[N:9]([CH3:10])[C:8]([C:11]2[CH:12]=[N:13][CH:14]=[CH:15][CH:16]=2)=[N:7][N:6]=1.Cl[CH:18]([C:20]1[N:24]=[C:23]([C:25]2[CH:30]=[CH:29][CH:28]=[C:27]([Cl:31])[CH:26]=2)[O:22][N:21]=1)[CH3:19]. The catalyst is CN(C=O)C.[Cl-].[Na+].O. The product is [Cl:31][C:27]1[CH:26]=[C:25]([C:23]2[O:22][N:21]=[C:20]([CH:18]([N:4]([CH3:3])[C:5]3[N:9]([CH3:10])[C:8]([C:11]4[CH:12]=[N:13][CH:14]=[CH:15][CH:16]=4)=[N:7][N:6]=3)[CH3:19])[N:24]=2)[CH:30]=[CH:29][CH:28]=1. The yield is 0.430. (5) The reactants are [OH:1][NH:2][C:3](=[NH:21])[C:4]1[CH:13]=[CH:12][CH:11]=[C:10]2[C:5]=1[CH2:6][CH2:7][N:8]([C:14]([O:16][C:17]([CH3:20])([CH3:19])[CH3:18])=[O:15])[CH2:9]2.[H-].[Na+].[Cl:24][C:25]1[CH:26]=[C:27]([CH:32]=[CH:33][C:34]=1[O:35][CH:36]([CH3:38])[CH3:37])[C:28](OC)=O. The catalyst is O1CCCC1. The product is [Cl:24][C:25]1[CH:26]=[C:27]([C:28]2[O:1][N:2]=[C:3]([C:4]3[CH:13]=[CH:12][CH:11]=[C:10]4[C:5]=3[CH2:6][CH2:7][N:8]([C:14]([O:16][C:17]([CH3:18])([CH3:20])[CH3:19])=[O:15])[CH2:9]4)[N:21]=2)[CH:32]=[CH:33][C:34]=1[O:35][CH:36]([CH3:37])[CH3:38]. The yield is 0.800. (6) The reactants are [CH3:1][N:2]1[C:14]2[CH2:13][CH2:12][CH:11]([CH:15]3[CH2:20][CH2:19][O:18][CH2:17][CH2:16]3)[CH2:10][C:9]=2[C:8]2[C:3]1=[CH:4][CH:5]=[C:6]([C:21](O)=[O:22])[CH:7]=2.CCN([CH:30]([CH3:32])C)C(C)C.CN(C(ON1N=[N:48][C:43]2C=[CH:45][CH:46]=[N:47][C:42]1=2)=[N+](C)C)C.F[P-](F)(F)(F)(F)F.C(NC[C:61](O)=[O:62])C.CN(C=[O:68])C. No catalyst specified. The product is [CH2:30]([N:48]([CH2:43][C:42]([NH:47][CH:46]1[CH2:45][O:62][CH2:61]1)=[O:68])[C:21]([C:6]1[CH:7]=[C:8]2[C:3](=[CH:4][CH:5]=1)[N:2]([CH3:1])[C:14]1[CH2:13][CH2:12][CH:11]([CH:15]3[CH2:16][CH2:17][O:18][CH2:19][CH2:20]3)[CH2:10][C:9]2=1)=[O:22])[CH3:32]. The yield is 0.373. (7) The catalyst is C(O)(=O)C. The reactants are [F:1][C:2]([F:26])([C:14](=O)[C:15]1[C:16]([C:21]([F:24])([F:23])[F:22])=[N:17][CH:18]=[CH:19][CH:20]=1)[C:3](=[CH2:13])[CH2:4][NH:5]C(=O)OC(C)(C)C.Cl. The product is [F:1][C:2]1([F:26])[C:14]([C:15]2[C:16]([C:21]([F:24])([F:23])[F:22])=[N:17][CH:18]=[CH:19][CH:20]=2)=[N:5][CH2:4][C:3]1=[CH2:13]. The yield is 0.830. (8) The reactants are [CH3:1][C:2]1[CH:7]=[C:6]([N+:8]([O-:10])=[O:9])[C:5]([O:11][CH2:12][CH3:13])=[CH:4][C:3]=1F.Cl.[CH3:16][S:17]([CH2:20][CH2:21][CH:22]1[CH2:27][CH2:26][NH:25][CH2:24][CH2:23]1)(=[O:19])=[O:18].C([O-])([O-])=O.[K+].[K+].CS(C)=O. The catalyst is CCOC(C)=O.C(Cl)Cl. The product is [CH2:12]([O:11][C:5]1[C:6]([N+:8]([O-:10])=[O:9])=[CH:7][C:2]([CH3:1])=[C:3]([N:25]2[CH2:26][CH2:27][CH:22]([CH2:21][CH2:20][S:17]([CH3:16])(=[O:19])=[O:18])[CH2:23][CH2:24]2)[CH:4]=1)[CH3:13]. The yield is 0.660. (9) The reactants are [O:1]=[C:2]1[C:11]2[C:6](=[CH:7][CH:8]=[CH:9][CH:10]=2)[C:5]2[C:12](=O)[C:13]3[CH:14]=[CH:15][CH:16]=[CH:17][C:18]=3[C:4]=2[NH:3]1.C([SiH](CC)CC)C.CO.C(Cl)Cl. The catalyst is FC(F)(F)C(O)=O. The product is [O:1]=[C:2]1[C:11]2[C:6](=[CH:7][CH:8]=[CH:9][CH:10]=2)[C:5]2[CH2:12][C:13]3[CH:14]=[CH:15][CH:16]=[CH:17][C:18]=3[C:4]=2[NH:3]1. The yield is 0.880. (10) The reactants are Cl.[CH3:2][O:3][C:4]1[CH:9]=[CH:8][C:7]([CH2:10][C:11]([N:13]2[CH2:21][CH2:20][C:16]3([CH2:19][NH:18][CH2:17]3)[CH2:15][CH2:14]2)=[O:12])=[CH:6][CH:5]=1.[N:22]1[CH:27]=[CH:26][CH:25]=[N:24][C:23]=1[C:28]1[CH:29]=[C:30]2[C:34](=[CH:35][CH:36]=1)[C:33](=O)[CH2:32][CH2:31]2.ClC(Cl)C.C(N(CC)CC)C.C(O[BH-](OC(=O)C)OC(=O)C)(=O)C.[Na+]. The catalyst is ClCCl.[Cl-].[NH4+].CC(C)[O-].CC(C)[O-].CC(C)[O-].CC(C)[O-].[Ti+4]. The product is [CH3:2][O:3][C:4]1[CH:5]=[CH:6][C:7]([CH2:10][C:11]([N:13]2[CH2:14][CH2:15][C:16]3([CH2:19][N:18]([CH:33]4[C:34]5[C:30](=[CH:29][C:28]([C:23]6[N:22]=[CH:27][CH:26]=[CH:25][N:24]=6)=[CH:36][CH:35]=5)[CH2:31][CH2:32]4)[CH2:17]3)[CH2:20][CH2:21]2)=[O:12])=[CH:8][CH:9]=1. The yield is 0.850.